Dataset: Full USPTO retrosynthesis dataset with 1.9M reactions from patents (1976-2016). Task: Predict the reactants needed to synthesize the given product. (1) Given the product [ClH:1].[CH2:23]([NH:26][C:2]1[N:11]=[C:10]([NH:12][CH2:13][CH2:14][CH2:15][CH2:16][CH2:17][CH2:18][CH3:19])[C:9]2[C:4](=[CH:5][CH:6]=[C:7]([N+:20]([O-:22])=[O:21])[CH:8]=2)[N:3]=1)[CH:24]=[CH2:25], predict the reactants needed to synthesize it. The reactants are: [Cl:1][C:2]1[N:11]=[C:10]([NH:12][CH2:13][CH2:14][CH2:15][CH2:16][CH2:17][CH2:18][CH3:19])[C:9]2[C:4](=[CH:5][CH:6]=[C:7]([N+:20]([O-:22])=[O:21])[CH:8]=2)[N:3]=1.[CH2:23]([NH2:26])[CH:24]=[CH2:25]. (2) Given the product [NH2:1][C:2]1[N:6]([CH:7]2[CH2:12][CH2:11][CH2:10][N:9]([C:13]#[N:14])[CH2:8]2)[N:5]=[C:4]([C:15]2[CH:20]=[CH:19][C:18]([O:21][C:22]3[CH:27]=[CH:26][C:25]([F:28])=[CH:24][C:23]=3[Cl:33])=[CH:17][CH:16]=2)[C:3]=1[C:30]([NH2:32])=[O:31], predict the reactants needed to synthesize it. The reactants are: [NH2:1][C:2]1[N:6]([CH:7]2[CH2:12][CH2:11][CH2:10][N:9]([C:13]#[N:14])[CH2:8]2)[N:5]=[C:4]([C:15]2[CH:20]=[CH:19][C:18]([O:21][C:22]3[CH:27]=[CH:26][C:25]([F:28])=[CH:24][C:23]=3F)=[CH:17][CH:16]=2)[C:3]=1[C:30]([NH2:32])=[O:31].[Cl:33]C1C=C(F)C=CC=1O. (3) Given the product [C:1]([O:5][C:6](=[O:7])[NH:8][C@:9]1([C:14]([NH:46][S:43]([C:39]2[CH:40]=[CH:41][CH:42]=[C:37]([O:36][CH2:29][C:30]3[CH:35]=[CH:34][CH:33]=[CH:32][CH:31]=3)[CH:38]=2)(=[O:44])=[O:45])=[O:16])[CH2:11][C@H:10]1[CH:12]=[CH2:13])([CH3:2])([CH3:3])[CH3:4], predict the reactants needed to synthesize it. The reactants are: [C:1]([O:5][C:6]([NH:8][C@:9]1([C:14]([OH:16])=O)[CH2:11][C@H:10]1[CH:12]=[CH2:13])=[O:7])([CH3:4])([CH3:3])[CH3:2].C(N1C=CN=C1)(N1C=CN=C1)=O.[CH2:29]([O:36][C:37]1[CH:38]=[C:39]([S:43]([NH2:46])(=[O:45])=[O:44])[CH:40]=[CH:41][CH:42]=1)[C:30]1[CH:35]=[CH:34][CH:33]=[CH:32][CH:31]=1.C1CCN2C(=NCCC2)CC1. (4) Given the product [CH2:1]([O:8][C:9]1[C:13]([O:14][CH2:15][C:16]2[CH:21]=[CH:20][CH:19]=[CH:18][CH:17]=2)=[C:12]([C:41]2[CH:46]=[CH:45][CH:44]=[CH:43][N:42]=2)[N:11]([C:23]2[CH:28]=[CH:27][C:26]([O:29][CH3:30])=[CH:25][CH:24]=2)[C:10]=1[C:31]([O:33][CH2:34][CH3:35])=[O:32])[C:2]1[CH:7]=[CH:6][CH:5]=[CH:4][CH:3]=1, predict the reactants needed to synthesize it. The reactants are: [CH2:1]([O:8][C:9]1[C:13]([O:14][CH2:15][C:16]2[CH:21]=[CH:20][CH:19]=[CH:18][CH:17]=2)=[C:12](I)[N:11]([C:23]2[CH:28]=[CH:27][C:26]([O:29][CH3:30])=[CH:25][CH:24]=2)[C:10]=1[C:31]([O:33][CH2:34][CH3:35])=[O:32])[C:2]1[CH:7]=[CH:6][CH:5]=[CH:4][CH:3]=1.C([Sn](CCCC)(CCCC)[C:41]1[CH:46]=[CH:45][CH:44]=[CH:43][N:42]=1)CCC.CC(O)=O. (5) Given the product [CH3:21][O:20][C:14]1[CH:13]=[C:12]([CH:17]=[C:16]([O:18][CH3:19])[CH:15]=1)[CH2:11][CH2:10][C:8]1[N:9]=[C:4]2[CH:3]=[C:2]([C:34]3[CH:33]=[CH:32][N:31]=[C:30]([N:27]4[CH2:26][CH2:25][N:24]([CH3:23])[CH2:29][CH2:28]4)[CH:35]=3)[NH:22][C:5]2=[N:6][CH:7]=1, predict the reactants needed to synthesize it. The reactants are: Br[C:2]1[NH:22][C:5]2=[N:6][CH:7]=[C:8]([CH2:10][CH2:11][C:12]3[CH:17]=[C:16]([O:18][CH3:19])[CH:15]=[C:14]([O:20][CH3:21])[CH:13]=3)[N:9]=[C:4]2[CH:3]=1.[CH3:23][N:24]1[CH2:29][CH2:28][N:27]([C:30]2[CH:35]=[C:34](B3OC(C)(C)C(C)(C)O3)[CH:33]=[CH:32][N:31]=2)[CH2:26][CH2:25]1. (6) Given the product [CH3:13][O:12][C:9]1[CH:10]=[C:11]2[C:6](=[CH:7][C:8]=1[O:14][CH3:15])[N:5]=[CH:4][CH:3]=[C:2]2[O:16][C:17]1[CH:24]=[C:23]([O:25][CH3:26])[CH:22]=[CH:21][C:18]=1[CH:19]=[O:20], predict the reactants needed to synthesize it. The reactants are: Cl[C:2]1[C:11]2[C:6](=[CH:7][C:8]([O:14][CH3:15])=[C:9]([O:12][CH3:13])[CH:10]=2)[N:5]=[CH:4][CH:3]=1.[OH:16][C:17]1[CH:24]=[C:23]([O:25][CH3:26])[CH:22]=[CH:21][C:18]=1[CH:19]=[O:20].O. (7) Given the product [Br:1][C:2]1[CH:3]=[N:4][N:5]([CH2:8][C:9]2([O:15][CH2:16][C:17]([N:20]3[CH2:25][CH2:24][O:23][CH2:22][CH2:21]3)=[O:19])[CH2:10][CH2:11][CH2:12][CH2:13][CH2:14]2)[C:6]=1[CH3:7], predict the reactants needed to synthesize it. The reactants are: [Br:1][C:2]1[CH:3]=[N:4][N:5]([CH2:8][C:9]2([O:15][CH2:16][C:17]([OH:19])=O)[CH2:14][CH2:13][CH2:12][CH2:11][CH2:10]2)[C:6]=1[CH3:7].[NH:20]1[CH2:25][CH2:24][O:23][CH2:22][CH2:21]1.Cl.C(N=C=NCCCN(C)C)C. (8) The reactants are: [NH2:1][C:2]1[N:7]=[C:6]([O:8]S(C(F)(F)F)(=O)=O)[C:5]([CH3:16])=[C:4]([C:17]2[O:18][CH:19]=[CH:20][CH:21]=2)[N:3]=1.C[S-].[Na+]. Given the product [NH2:1][C:2]1[NH:7][C:6](=[O:8])[C:5]([CH3:16])=[C:4]([C:17]2[O:18][CH:19]=[CH:20][CH:21]=2)[N:3]=1, predict the reactants needed to synthesize it. (9) Given the product [CH2:13]([N:20]1[C:25](=[O:26])[C:24]([CH2:27][C:28]2[CH:33]=[CH:32][C:31]([C:34]3[CH:39]=[CH:38][CH:37]=[CH:36][C:35]=3[C:40]3[NH:3][C:4](=[O:7])[O:5][N:41]=3)=[CH:30][CH:29]=2)=[C:23]([CH2:42][CH2:43][CH2:44][CH3:45])[N:22]=[C:21]1[CH2:46][OH:47])[C:14]1[CH:19]=[CH:18][CH:17]=[CH:16][CH:15]=1, predict the reactants needed to synthesize it. The reactants are: [Cl-].O[NH3+:3].[C:4](=[O:7])([O-])[OH:5].[Na+].CS(C)=O.[CH2:13]([N:20]1[C:25](=[O:26])[C:24]([CH2:27][C:28]2[CH:33]=[CH:32][C:31]([C:34]3[C:35]([C:40]#[N:41])=[CH:36][CH:37]=[CH:38][CH:39]=3)=[CH:30][CH:29]=2)=[C:23]([CH2:42][CH2:43][CH2:44][CH3:45])[N:22]=[C:21]1[CH2:46][OH:47])[C:14]1[CH:19]=[CH:18][CH:17]=[CH:16][CH:15]=1. (10) Given the product [C:36]([C:19]([CH3:35])([CH2:18][C:15]1[CH:14]=[CH:13][C:12]([CH2:11][CH2:10][CH2:9][OH:8])=[CH:17][CH:16]=1)[C:20]([N:22]([CH:32]1[CH2:34][CH2:33]1)[CH2:23][C:24]1[CH:29]=[CH:28][CH:27]=[C:26]([Cl:30])[C:25]=1[Cl:31])=[O:21])#[N:37], predict the reactants needed to synthesize it. The reactants are: [Si]([O:8][CH2:9][CH2:10][CH2:11][C:12]1[CH:17]=[CH:16][C:15]([CH2:18][C:19]([C:36]#[N:37])([CH3:35])[C:20]([N:22]([CH:32]2[CH2:34][CH2:33]2)[CH2:23][C:24]2[CH:29]=[CH:28][CH:27]=[C:26]([Cl:30])[C:25]=2[Cl:31])=[O:21])=[CH:14][CH:13]=1)(C(C)(C)C)(C)C.[F-].C([N+](CCCC)(CCCC)CCCC)CCC.